From a dataset of NCI-60 drug combinations with 297,098 pairs across 59 cell lines. Regression. Given two drug SMILES strings and cell line genomic features, predict the synergy score measuring deviation from expected non-interaction effect. (1) Drug 1: C1=CC(=CC=C1CCC2=CNC3=C2C(=O)NC(=N3)N)C(=O)NC(CCC(=O)O)C(=O)O. Drug 2: C1C(C(OC1N2C=C(C(=O)NC2=O)F)CO)O. Cell line: SN12C. Synergy scores: CSS=48.6, Synergy_ZIP=-0.661, Synergy_Bliss=0.611, Synergy_Loewe=7.01, Synergy_HSA=8.04. (2) Drug 1: C(=O)(N)NO. Drug 2: CC(C)NC(=O)C1=CC=C(C=C1)CNNC.Cl. Cell line: U251. Synergy scores: CSS=1.18, Synergy_ZIP=-0.544, Synergy_Bliss=1.37, Synergy_Loewe=1.91, Synergy_HSA=0.279. (3) Drug 1: CC1=C2C(C(=O)C3(C(CC4C(C3C(C(C2(C)C)(CC1OC(=O)C(C(C5=CC=CC=C5)NC(=O)OC(C)(C)C)O)O)OC(=O)C6=CC=CC=C6)(CO4)OC(=O)C)OC)C)OC. Drug 2: CC1C(C(CC(O1)OC2CC(CC3=C2C(=C4C(=C3O)C(=O)C5=C(C4=O)C(=CC=C5)OC)O)(C(=O)CO)O)N)O.Cl. Cell line: SNB-19. Synergy scores: CSS=45.8, Synergy_ZIP=-6.31, Synergy_Bliss=-7.64, Synergy_Loewe=-1.18, Synergy_HSA=-0.272. (4) Drug 1: CC1OCC2C(O1)C(C(C(O2)OC3C4COC(=O)C4C(C5=CC6=C(C=C35)OCO6)C7=CC(=C(C(=C7)OC)O)OC)O)O. Drug 2: CC1C(C(=O)NC(C(=O)N2CCCC2C(=O)N(CC(=O)N(C(C(=O)O1)C(C)C)C)C)C(C)C)NC(=O)C3=C4C(=C(C=C3)C)OC5=C(C(=O)C(=C(C5=N4)C(=O)NC6C(OC(=O)C(N(C(=O)CN(C(=O)C7CCCN7C(=O)C(NC6=O)C(C)C)C)C)C(C)C)C)N)C. Cell line: HL-60(TB). Synergy scores: CSS=40.2, Synergy_ZIP=4.89, Synergy_Bliss=0.719, Synergy_Loewe=0.834, Synergy_HSA=1.23. (5) Drug 1: C1CCC(C1)C(CC#N)N2C=C(C=N2)C3=C4C=CNC4=NC=N3. Drug 2: C1CCC(C(C1)N)N.C(=O)(C(=O)[O-])[O-].[Pt+4]. Cell line: MDA-MB-231. Synergy scores: CSS=13.6, Synergy_ZIP=-3.26, Synergy_Bliss=1.63, Synergy_Loewe=-0.162, Synergy_HSA=2.72. (6) Drug 1: CC12CCC3C(C1CCC2=O)CC(=C)C4=CC(=O)C=CC34C. Drug 2: C1=CC=C(C=C1)NC(=O)CCCCCCC(=O)NO. Cell line: HCT116. Synergy scores: CSS=43.8, Synergy_ZIP=-2.88, Synergy_Bliss=-0.429, Synergy_Loewe=-11.7, Synergy_HSA=0.612. (7) Cell line: SF-268. Drug 1: CC12CCC3C(C1CCC2O)C(CC4=C3C=CC(=C4)O)CCCCCCCCCS(=O)CCCC(C(F)(F)F)(F)F. Synergy scores: CSS=-0.488, Synergy_ZIP=5.68, Synergy_Bliss=-1.10, Synergy_Loewe=-1.09, Synergy_HSA=-1.84. Drug 2: C1CNP(=O)(OC1)N(CCCl)CCCl.